This data is from Peptide-MHC class I binding affinity with 185,985 pairs from IEDB/IMGT. The task is: Regression. Given a peptide amino acid sequence and an MHC pseudo amino acid sequence, predict their binding affinity value. This is MHC class I binding data. The peptide sequence is TTWCDGKKF. The MHC is HLA-B27:05 with pseudo-sequence HLA-B27:05. The binding affinity (normalized) is 0.0847.